This data is from M1 muscarinic receptor agonist screen with 61,833 compounds. The task is: Binary Classification. Given a drug SMILES string, predict its activity (active/inactive) in a high-throughput screening assay against a specified biological target. (1) The drug is Clc1c(N)cc(Cl)c(N)c1. The result is 0 (inactive). (2) The result is 0 (inactive). The compound is O=C1NC(=O)CC1N1CCN(CC1)C(c1ccccc1)c1ccccc1. (3) The molecule is o1c(C(=O)Nn2c(CCC(O)=O)ccc2c2ccccc2)ccc1. The result is 0 (inactive). (4) The drug is O=C1CC(CC(Nc2cc3OCCOc3cc2)=C1)(C)C. The result is 0 (inactive). (5) The compound is S(=O)(=O)(N(CC)CC)c1cc(c2n(CCc3ccccc3)c(SCC(=O)NC)nn2)ccc1. The result is 0 (inactive). (6) The molecule is S(=O)(=O)(NCCCOCCCC)Cc1ccccc1. The result is 0 (inactive).